Predict the reactants needed to synthesize the given product. From a dataset of Full USPTO retrosynthesis dataset with 1.9M reactions from patents (1976-2016). (1) Given the product [C:18]1([O:24][C:2]2[CH:3]=[C:4]3[C:8](=[CH:9][CH:10]=2)[CH2:7][C@H:6]([NH:11][S:12]([CH:15]([CH3:17])[CH3:16])(=[O:14])=[O:13])[CH2:5]3)[CH:23]=[CH:22][CH:21]=[CH:20][CH:19]=1, predict the reactants needed to synthesize it. The reactants are: Br[C:2]1[CH:3]=[C:4]2[C:8](=[CH:9][CH:10]=1)[CH2:7][C@H:6]([NH:11][S:12]([CH:15]([CH3:17])[CH3:16])(=[O:14])=[O:13])[CH2:5]2.[C:18]1([OH:24])[CH:23]=[CH:22][CH:21]=[CH:20][CH:19]=1.C(=O)([O-])[O-].[Cs+].[Cs+].CN(C)CC(O)=O. (2) Given the product [C:20]1([N:17]2[CH2:16][CH2:15][N:14]([CH2:13][CH2:12][CH2:11][CH2:10][O:9][C:6]3[CH:7]=[CH:8][C:3]4[CH2:2][NH:1][C:32](=[O:33])[NH:30][C:4]=4[N:5]=3)[CH2:19][CH2:18]2)[C:29]2[C:24](=[CH:25][CH:26]=[CH:27][CH:28]=2)[CH:23]=[CH:22][CH:21]=1, predict the reactants needed to synthesize it. The reactants are: [NH2:1][CH2:2][C:3]1[C:4]([NH2:30])=[N:5][C:6]([O:9][CH2:10][CH2:11][CH2:12][CH2:13][N:14]2[CH2:19][CH2:18][N:17]([C:20]3[C:29]4[C:24](=[CH:25][CH:26]=[CH:27][CH:28]=4)[CH:23]=[CH:22][CH:21]=3)[CH2:16][CH2:15]2)=[CH:7][CH:8]=1.Cl[C:32](OC1C=CC=CC=1)=[O:33].CCN(CC)CC.[Li+].CC([N-]C(C)C)C. (3) Given the product [CH3:13][O:12][C:11]1[CH:10]=[C:9]2[C:4]([CH:5]=[CH:6][N:7]=[CH:8]2)=[CH:3][C:2]=1[B:14]([OH:18])[OH:15], predict the reactants needed to synthesize it. The reactants are: Br[C:2]1[CH:3]=[C:4]2[C:9](=[CH:10][C:11]=1[O:12][CH3:13])[CH:8]=[N:7][CH:6]=[CH:5]2.[B:14]1(B2OC(C)(C)C(C)(C)O2)[O:18]C(C)(C)C(C)(C)[O:15]1.C([O-])(=O)C.[K+].C(Cl)Cl. (4) The reactants are: [N:1]([CH:4]([C:6]1[N:7]=[CH:8][C:9]([NH:12][C:13]2[CH:18]=[CH:17][C:16]([C:19]([F:22])([F:21])[F:20])=[CH:15][CH:14]=2)=[N:10][CH:11]=1)[CH3:5])=[N+]=[N-].C1(P(C2C=CC=CC=2)C2C=CC=CC=2)C=CC=CC=1. Given the product [NH2:1][CH:4]([C:6]1[N:7]=[CH:8][C:9]([NH:12][C:13]2[CH:14]=[CH:15][C:16]([C:19]([F:21])([F:22])[F:20])=[CH:17][CH:18]=2)=[N:10][CH:11]=1)[CH3:5], predict the reactants needed to synthesize it. (5) Given the product [Cl:27][C:22]1[CH:23]=[C:24]([O:4][CH:3]([C:5]2[CH:10]=[CH:9][CH:8]=[CH:7][C:6]=2[C:11]2[C:15]([CH3:16])=[CH:14][S:13][CH:12]=2)[C:2]([F:1])([F:17])[F:18])[N:25]=[C:20]([NH2:19])[N:21]=1, predict the reactants needed to synthesize it. The reactants are: [F:1][C:2]([F:18])([F:17])[CH:3]([C:5]1[CH:10]=[CH:9][CH:8]=[CH:7][C:6]=1[C:11]1[C:15]([CH3:16])=[CH:14][S:13][CH:12]=1)[OH:4].[NH2:19][C:20]1[N:25]=[C:24](Cl)[CH:23]=[C:22]([Cl:27])[N:21]=1.C(=O)([O-])[O-].[Cs+].[Cs+].O1CCOCC1.